This data is from Merck oncology drug combination screen with 23,052 pairs across 39 cell lines. The task is: Regression. Given two drug SMILES strings and cell line genomic features, predict the synergy score measuring deviation from expected non-interaction effect. (1) Drug 1: COC12C(COC(N)=O)C3=C(C(=O)C(C)=C(N)C3=O)N1CC1NC12. Drug 2: CS(=O)(=O)CCNCc1ccc(-c2ccc3ncnc(Nc4ccc(OCc5cccc(F)c5)c(Cl)c4)c3c2)o1. Cell line: OV90. Synergy scores: synergy=1.73. (2) Drug 1: O=C(CCCCCCC(=O)Nc1ccccc1)NO. Synergy scores: synergy=0.0311. Drug 2: O=C(NOCC(O)CO)c1ccc(F)c(F)c1Nc1ccc(I)cc1F. Cell line: SW837. (3) Drug 1: N.N.O=C(O)C1(C(=O)O)CCC1.[Pt]. Drug 2: Cn1c(=O)n(-c2ccc(C(C)(C)C#N)cc2)c2c3cc(-c4cnc5ccccc5c4)ccc3ncc21. Cell line: LOVO. Synergy scores: synergy=30.0. (4) Drug 1: C#Cc1cccc(Nc2ncnc3cc(OCCOC)c(OCCOC)cc23)c1. Drug 2: COC1=C2CC(C)CC(OC)C(O)C(C)C=C(C)C(OC(N)=O)C(OC)C=CC=C(C)C(=O)NC(=CC1=O)C2=O. Cell line: OVCAR3. Synergy scores: synergy=-34.7. (5) Cell line: LOVO. Synergy scores: synergy=18.3. Drug 2: CC(C)CC(NC(=O)C(Cc1ccccc1)NC(=O)c1cnccn1)B(O)O. Drug 1: CS(=O)(=O)CCNCc1ccc(-c2ccc3ncnc(Nc4ccc(OCc5cccc(F)c5)c(Cl)c4)c3c2)o1. (6) Drug 1: Nc1ccn(C2OC(CO)C(O)C2(F)F)c(=O)n1. Drug 2: NC(=O)c1cccc2cn(-c3ccc(C4CCCNC4)cc3)nc12. Cell line: T47D. Synergy scores: synergy=-9.73. (7) Drug 1: CN(Cc1cnc2nc(N)nc(N)c2n1)c1ccc(C(=O)NC(CCC(=O)O)C(=O)O)cc1. Drug 2: CCN(CC)CCNC(=O)c1c(C)[nH]c(C=C2C(=O)Nc3ccc(F)cc32)c1C. Cell line: OCUBM. Synergy scores: synergy=-2.92.